Dataset: Catalyst prediction with 721,799 reactions and 888 catalyst types from USPTO. Task: Predict which catalyst facilitates the given reaction. Reactant: [OH:1][C:2]1[CH:3]=[C:4]([CH:15]=[CH:16][CH:17]=1)[O:5][C:6]1[CH:14]=[CH:13][C:9]([C:10]([OH:12])=[O:11])=[CH:8][CH:7]=1.[F:18][C:19]([F:31])([F:30])[S:20]([C:23]1[CH:28]=[CH:27][C:26](Cl)=[CH:25][CH:24]=1)(=[O:22])=[O:21].C(=O)([O-])[O-].[K+].[K+].O. Product: [F:30][C:19]([F:18])([F:31])[S:20]([C:23]1[CH:28]=[CH:27][C:26]([O:1][C:2]2[CH:3]=[C:4]([CH:15]=[CH:16][CH:17]=2)[O:5][C:6]2[CH:14]=[CH:13][C:9]([C:10]([OH:12])=[O:11])=[CH:8][CH:7]=2)=[CH:25][CH:24]=1)(=[O:21])=[O:22]. The catalyst class is: 3.